The task is: Predict the reactants needed to synthesize the given product.. This data is from Full USPTO retrosynthesis dataset with 1.9M reactions from patents (1976-2016). Given the product [CH3:12][O:13][C:9](=[O:15])[CH2:8][C:5]1[CH:6]=[CH:7][C:2]([Br:1])=[CH:3][C:4]=1[Cl:11], predict the reactants needed to synthesize it. The reactants are: [Br:1][C:2]1[CH:7]=[CH:6][C:5]([CH2:8][C:9]#N)=[C:4]([Cl:11])[CH:3]=1.[CH3:12][OH:13].Cl.[OH2:15].